This data is from Forward reaction prediction with 1.9M reactions from USPTO patents (1976-2016). The task is: Predict the product of the given reaction. (1) Given the reactants Cl[C:2]1[C:18]([N+:19]([O-:21])=[O:20])=[CH:17][C:5]([C:6]([O:8][CH2:9][CH2:10][CH:11]2[CH2:16][CH2:15][CH2:14][CH2:13][CH2:12]2)=[O:7])=[CH:4][C:3]=1[N+:22]([O-:24])=[O:23].[S:25]([O-:28])([O-:27])=[O:26].[Na+:29].[Na+].O.C(O)(C)C, predict the reaction product. The product is: [CH:11]1([CH2:10][CH2:9][O:8][C:6]([C:5]2[CH:17]=[C:18]([N+:19]([O-:21])=[O:20])[C:2]([S:25]([O-:28])(=[O:27])=[O:26])=[C:3]([N+:22]([O-:24])=[O:23])[CH:4]=2)=[O:7])[CH2:16][CH2:15][CH2:14][CH2:13][CH2:12]1.[Na+:29]. (2) Given the reactants [OH:1][NH:2][C:3]([C:5]1[CH:13]=[CH:12][C:11]2[NH:10][C:9]3[CH:14]([CH2:17][C:18]([O:20][CH2:21][CH3:22])=[O:19])[CH2:15][CH2:16][C:8]=3[C:7]=2[CH:6]=1)=[NH:4].[C:23]([C:25]1[CH:26]=[C:27]([CH:31]=[CH:32][C:33]=1[O:34][CH3:35])[C:28](O)=O)#[N:24].CCCP(O)(O)=O, predict the reaction product. The product is: [C:23]([C:25]1[CH:26]=[C:27]([C:28]2[O:1][N:2]=[C:3]([C:5]3[CH:13]=[CH:12][C:11]4[NH:10][C:9]5[CH:14]([CH2:17][C:18]([O:20][CH2:21][CH3:22])=[O:19])[CH2:15][CH2:16][C:8]=5[C:7]=4[CH:6]=3)[N:4]=2)[CH:31]=[CH:32][C:33]=1[O:34][CH3:35])#[N:24]. (3) Given the reactants [NH:1]1[C:9]2[C:4](=[CH:5][CH:6]=[CH:7][CH:8]=2)[CH:3]=[N:2]1.C([O-])([O-])=O.[K+].[K+].[I:16]I.S([O-])([O-])(=O)=S.[Na+].[Na+], predict the reaction product. The product is: [I:16][C:3]1[C:4]2[C:9](=[CH:8][CH:7]=[CH:6][CH:5]=2)[NH:1][N:2]=1. (4) Given the reactants [CH2:1]([N:3]1[CH2:8][C:7]([CH3:10])([CH3:9])[O:6][C:5](=[O:11])[CH:4]1[CH2:12][C:13]([OH:15])=O)[CH3:2].C(N(C(C)C)CC)(C)C.CN(C(ON1N=NC2C=CC=NC1=2)=[N+](C)C)C.F[P-](F)(F)(F)(F)F.[NH2:49][C:50]1[N:54]([CH3:55])[N:53]=[CH:52][CH:51]=1, predict the reaction product. The product is: [CH2:1]([N:3]1[CH2:8][C:7]([CH3:9])([CH3:10])[O:6][C:5](=[O:11])[CH:4]1[CH2:12][C:13]([NH:49][C:50]1[N:54]([CH3:55])[N:53]=[CH:52][CH:51]=1)=[O:15])[CH3:2]. (5) Given the reactants [Br:1][C:2]1[C:3]([NH2:11])=[N:4][N:5]2[CH:10]=[CH:9][CH:8]=[N:7][C:6]=12.[CH:12]1([CH2:17][CH2:18][C:19](Cl)=[O:20])[CH2:16][CH2:15][CH2:14][CH2:13]1, predict the reaction product. The product is: [Br:1][C:2]1[C:3]([NH:11][C:19](=[O:20])[CH2:18][CH2:17][CH:12]2[CH2:16][CH2:15][CH2:14][CH2:13]2)=[N:4][N:5]2[CH:10]=[CH:9][CH:8]=[N:7][C:6]=12. (6) The product is: [ClH:3].[CH2:4]([N:6]([C:15]1[NH:19][N:18]=[CH:17][N:16]=1)[NH2:7])[CH3:5]. Given the reactants CO.[ClH:3].[CH2:4]([N:6]([C:15]1[NH:19][N:18]=[CH:17][N:16]=1)[NH:7]C(OC(C)(C)C)=O)[CH3:5], predict the reaction product. (7) Given the reactants ClC1C=CC(C)=C(C2NN=CC=2C(OCC)=O)C=1.C(=O)([O-])[O-].[Cs+].[Cs+].IC.[Cl:27][C:28]1[CH:29]=[CH:30][C:31]([CH3:45])=[C:32]([C:34]2[C:38]([C:39]([O:41][CH2:42][CH3:43])=[O:40])=[CH:37][N:36]([CH3:44])[N:35]=2)[CH:33]=1.[Cl:46][C:47]1[CH:48]=[CH:49][C:50]([CH3:64])=[C:51]([C:53]2[N:57]([CH3:58])[N:56]=[CH:55][C:54]=2[C:59]([O:61][CH2:62][CH3:63])=[O:60])[CH:52]=1, predict the reaction product. The product is: [CH2:62]([O:61][C:59]([C:54]1[CH:55]=[N:56][N:57]([CH3:58])[C:53]=1[C:51]1[CH:52]=[C:47]([Cl:46])[CH:48]=[CH:49][C:50]=1[CH3:64])=[O:60])[CH3:63].[Cl:27][C:28]1[CH:29]=[CH:30][C:31]([CH3:45])=[C:32]([C:34]2[C:38]([C:39]([O:41][CH2:42][CH3:43])=[O:40])=[CH:37][N:36]([CH3:44])[N:35]=2)[CH:33]=1.